Dataset: Reaction yield outcomes from USPTO patents with 853,638 reactions. Task: Predict the reaction yield, written as a fraction of the theoretical maximum amount of product (1.0 means a 100% yield; for example, 0.34 means a 34% yield). (1) The reactants are [NH2:1][CH:2]([C:4]([OH:6])=[O:5])[CH3:3].[CH:7](OCC)=[O:8].N[C@H:13](C(O)=O)[CH3:14]. No catalyst specified. The product is [CH2:13]([O:5][C:4](=[O:6])[CH:2]([CH3:3])[NH:1][CH:7]=[O:8])[CH3:14]. The yield is 0.909. (2) The reactants are [N:1]([C:4]1[CH:13]=[CH:12][CH:11]=[CH:10][C:5]=1[C:6]([O:8]C)=O)=[C:2]=[O:3].[C:14]([NH:21][C:22]1[CH:27]=[CH:26][C:25]([NH2:28])=[CH:24][CH:23]=1)([O:16][C:17]([CH3:20])([CH3:19])[CH3:18])=[O:15].CCN(C(C)C)C(C)C.C1CCN2C(=NCCC2)CC1. The catalyst is C1COCC1. The product is [C:17]([O:16][C:14]([NH:21][C:22]1[CH:23]=[CH:24][C:25]([N:28]2[C:6](=[O:8])[C:5]3[C:4](=[CH:13][CH:12]=[CH:11][CH:10]=3)[NH:1][C:2]2=[O:3])=[CH:26][CH:27]=1)=[O:15])([CH3:20])([CH3:18])[CH3:19]. The yield is 0.850. (3) The reactants are [C:1]([CH2:3][N:4]1[C:12]([C:13]([O:15][CH2:16][CH3:17])=[O:14])=[CH:11][C:10]2[CH:9]3[CH2:18][CH:6]([CH2:7][CH2:8]3)[C:5]1=2)#[N:2]. The catalyst is CO.[Ni]. The product is [NH2:2][CH2:1][CH2:3][N:4]1[C:12]([C:13]([O:15][CH2:16][CH3:17])=[O:14])=[CH:11][C:10]2[CH:9]3[CH2:18][CH:6]([CH2:7][CH2:8]3)[C:5]1=2. The yield is 0.500. (4) The reactants are [CH2:1]([O:5][C:6]1[CH:10]=[C:9]([CH2:11][CH2:12][S:13]([NH2:16])(=[O:15])=[O:14])[N:8]([CH2:17][C:18]2[CH:23]=[CH:22][C:21]([Cl:24])=[CH:20][C:19]=2[Cl:25])[N:7]=1)[CH2:2][CH2:3][CH3:4].C(N(CC)C(C)C)(C)C.Cl[C:36]([O:38][CH2:39][C:40]([CH3:43])([CH3:42])[CH3:41])=[O:37]. The catalyst is CN(C)C1C=CN=CC=1.CN(C)C(=O)C. The product is [CH2:1]([O:5][C:6]1[CH:10]=[C:9]([CH2:11][CH2:12][S:13]([NH:16][C:36](=[O:37])[O:38][CH2:39][C:40]([CH3:43])([CH3:42])[CH3:41])(=[O:14])=[O:15])[N:8]([CH2:17][C:18]2[CH:23]=[CH:22][C:21]([Cl:24])=[CH:20][C:19]=2[Cl:25])[N:7]=1)[CH2:2][CH2:3][CH3:4]. The yield is 0.390. (5) The reactants are [H-].[H-].[H-].[H-].[Li+].[Al+3].[CH3:7][C:8]1[O:12][C:11]([C:13]2[CH:14]=[C:15]([CH:19]=[CH:20][CH:21]=2)[C:16](O)=[O:17])=[N:10][CH:9]=1.Cl. The catalyst is C1COCC1. The product is [CH3:7][C:8]1[O:12][C:11]([C:13]2[CH:14]=[C:15]([CH2:16][OH:17])[CH:19]=[CH:20][CH:21]=2)=[N:10][CH:9]=1. The yield is 0.800. (6) The reactants are C(=O)([O-])[O-].[K+].[K+].[N+]([C:10]1[CH:11]=[C:12]([C:18]#[N:19])[C:13](=[CH:16][CH:17]=1)[C:14]#[N:15])([O-])=O.Cl. The catalyst is O.C1(C)C=CC=CC=1. The product is [C:18](#[N:19])[C:12]1[C:13](=[CH:16][CH:17]=[CH:10][CH:11]=1)[C:14]#[N:15]. The yield is 0.880. (7) The reactants are [C:1]1([C:7]2[CH:12]=[C:11]([F:13])[CH:10]=[CH:9][C:8]=2[OH:14])[CH:6]=[CH:5][CH:4]=[CH:3][CH:2]=1.[CH2:15]([Li])[CH2:16][CH2:17][CH3:18].Cl[Ti:21]([Cl:33])(Cl)[C:22]1([CH3:31])[C:26]([CH3:27])=[C:25]([CH3:28])[C:24]([CH3:29])=[C:23]1[CH3:30]. The catalyst is C(OCC)C. The product is [CH3:15][C:16]1[C:6]([Ti:21]([Cl:33])([C:22]2([CH3:31])[C:23]([CH3:30])=[C:24]([CH3:29])[C:25]([CH3:28])=[C:26]2[CH3:27])[O:14][C:8]2[CH:9]=[CH:10][C:11]([F:13])=[CH:12][C:7]=2[C:1]2[CH:2]=[CH:3][CH:4]=[CH:5][CH:6]=2)([CH3:5])[C:1]([CH3:7])=[C:2]([CH3:3])[C:17]=1[CH3:18]. The yield is 0.850. (8) The reactants are [NH2:1][CH:2]1[C:14](=[O:15])[N:4]2[C:5]([C:11]([OH:13])=[O:12])=[C:6]([CH:9]=[CH2:10])[CH2:7][S:8][C@H:3]12.O1CCCC1.SC1SC2C=CC=C(CC([O:34]/[N:35]=[C:36](/[C:40]3[N:41]=[C:42]([NH2:45])[S:43][CH:44]=3)\[C:37]([O-])=[O:38])=O)C=2N=1. The catalyst is O.C(Cl)Cl.C(N(CC)CC)C. The yield is 0.860. The product is [CH2:10]=[CH:9][C:6]1[CH2:7][S:8][C@@H:3]2[C@H:2]([NH:1][C:37](/[C:36](/[C:40]3[N:41]=[C:42]([NH2:45])[S:43][CH:44]=3)=[N:35]\[OH:34])=[O:38])[C:14](=[O:15])[N:4]2[C:5]=1[C:11]([OH:13])=[O:12].